From a dataset of Full USPTO retrosynthesis dataset with 1.9M reactions from patents (1976-2016). Predict the reactants needed to synthesize the given product. (1) Given the product [Cl:29][C:26]1[CH:27]=[CH:28][C:23]([N:21]([OH:22])[C:19](=[O:20])[NH:18][C:15]2[CH:14]=[CH:13][C:12]([N:8]3[C:9]4[C:5](=[CH:4][C:3]([NH:2][C:34](=[O:44])[CH2:35][CH2:36][CH2:37][CH2:38][CH2:39][CH2:40][CH2:41][CH2:42][CH3:43])=[CH:11][CH:10]=4)[CH:6]=[CH:7]3)=[CH:17][CH:16]=2)=[CH:24][C:25]=1[C:30]([F:33])([F:32])[F:31], predict the reactants needed to synthesize it. The reactants are: Cl.[NH2:2][C:3]1[CH:4]=[C:5]2[C:9](=[CH:10][CH:11]=1)[N:8]([C:12]1[CH:17]=[CH:16][C:15]([NH:18][C:19]([N:21]([C:23]3[CH:28]=[CH:27][C:26]([Cl:29])=[C:25]([C:30]([F:33])([F:32])[F:31])[CH:24]=3)[OH:22])=[O:20])=[CH:14][CH:13]=1)[CH:7]=[CH:6]2.[C:34](Cl)(=[O:44])[CH2:35][CH2:36][CH2:37][CH2:38][CH2:39][CH2:40][CH2:41][CH2:42][CH3:43]. (2) Given the product [Br:34][C:8]1[CH:9]=[C:10]([C:12]2[C:24]3[C:23]([CH3:25])=[C:22]([CH3:26])[S:21][C:20]=3[C:19]([Br:27])=[C:18]3[C:13]=2[CH:14]=[CH:15][CH:16]=[CH:17]3)[CH:11]=[C:6]([CH:1]2[CH2:2][CH2:3][CH2:4][CH2:5]2)[C:7]=1[OH:28], predict the reactants needed to synthesize it. The reactants are: [CH:1]1([C:6]2[CH:11]=[C:10]([C:12]3[C:24]4[C:23]([CH3:25])=[C:22]([CH3:26])[S:21][C:20]=4[C:19]([Br:27])=[C:18]4[C:13]=3[CH:14]=[CH:15][CH:16]=[CH:17]4)[CH:9]=[CH:8][C:7]=2[OH:28])[CH2:5][CH2:4][CH2:3][CH2:2]1.C([O-])(=O)C.[K+].[Br:34]Br.O. (3) Given the product [CH2:41]([NH:48][C:17]([C@H:14]1[CH2:13][CH2:12][C@@H:11]([NH:10][C:2]2[NH:3][C:4]3[CH:9]=[CH:8][CH:7]=[CH:6][C:5]=3[N:1]=2)[CH2:16][CH2:15]1)=[O:19])[C:42]1[CH:47]=[CH:46][CH:45]=[CH:44][CH:43]=1, predict the reactants needed to synthesize it. The reactants are: [NH:1]1[C:5]2[CH:6]=[CH:7][CH:8]=[CH:9][C:4]=2[N:3]=[C:2]1[NH:10][C@@H:11]1[CH2:16][CH2:15][C@H:14]([C:17]([OH:19])=O)[CH2:13][CH2:12]1.C(Cl)CCl.C1C=CC2N(O)N=NC=2C=1.C(N(CC)CC)C.[CH2:41]([NH2:48])[C:42]1[CH:47]=[CH:46][CH:45]=[CH:44][CH:43]=1. (4) Given the product [Br:1][C:2]1[N:6]2[N:7]=[C:8]([O:11][CH3:12])[CH:9]=[CH:10][C:5]2=[N:4][C:3]=1[C:13]1[CH:18]=[CH:17][C:16]([CH3:19])=[C:15]([CH:14]=1)[NH2:20], predict the reactants needed to synthesize it. The reactants are: [Br:1][C:2]1[N:6]2[N:7]=[C:8]([O:11][CH3:12])[CH:9]=[CH:10][C:5]2=[N:4][C:3]=1[C:13]1[CH:18]=[CH:17][C:16]([CH3:19])=[C:15]([N+:20]([O-])=O)[CH:14]=1.CC(O)=O. (5) The reactants are: [C:1]([O:4][C@@H:5]1[C@H:9]([CH2:10][CH2:11][CH2:12][CH2:13][CH2:14][CH2:15][C:16]([O:18][CH3:19])=[O:17])[C@@H:8]([CH2:20][CH2:21][C:22](=[O:31])[C:23]([F:30])([F:29])[CH2:24][C@@H:25]([CH3:28])[CH2:26][CH3:27])[C@H:7]([O:32][CH:33]2[CH2:38][CH2:37][CH2:36][CH2:35][O:34]2)[CH2:6]1)(=[O:3])[CH3:2].[BH4-].[Na+].C(O)(=O)C. Given the product [C:1]([O:4][C@@H:5]1[C@H:9]([CH2:10][CH2:11][CH2:12][CH2:13][CH2:14][CH2:15][C:16]([O:18][CH3:19])=[O:17])[C@@H:8]([CH2:20][CH2:21][CH:22]([OH:31])[C:23]([F:29])([F:30])[CH2:24][C@@H:25]([CH3:28])[CH2:26][CH3:27])[C@H:7]([O:32][CH:33]2[CH2:38][CH2:37][CH2:36][CH2:35][O:34]2)[CH2:6]1)(=[O:3])[CH3:2], predict the reactants needed to synthesize it. (6) Given the product [F:3][CH2:4][O:5][C:6]1[CH:7]=[CH:8][C:9]([C:12]([OH:14])=[O:13])=[N:10][CH:11]=1, predict the reactants needed to synthesize it. The reactants are: [OH-].[Na+].[F:3][CH2:4][O:5][C:6]1[CH:7]=[CH:8][C:9]([C:12]([O:14]C)=[O:13])=[N:10][CH:11]=1.Cl.[Cl-].[Na+]. (7) Given the product [Cl:1][C:2]1[N:3]=[CH:4][N:5]([C:16]2[CH:17]=[CH:18][C:19]([S:22]([NH:25][P:26](=[O:27])([O:35][C:36]3[CH:41]=[CH:40][CH:39]=[CH:38][CH:37]=3)[O:28][C:29]3[CH:30]=[CH:31][CH:32]=[CH:33][CH:34]=3)(=[O:23])=[O:24])=[CH:20][CH:21]=2)[C:6]=1[C:7]1[CH:12]=[CH:11][C:10]([O:13][CH3:14])=[C:9]([F:15])[CH:8]=1, predict the reactants needed to synthesize it. The reactants are: [Cl:1][C:2]1[N:3]=[CH:4][N:5]([C:16]2[CH:21]=[CH:20][C:19]([S:22]([NH2:25])(=[O:24])=[O:23])=[CH:18][CH:17]=2)[C:6]=1[C:7]1[CH:12]=[CH:11][C:10]([O:13][CH3:14])=[C:9]([F:15])[CH:8]=1.[P:26](Cl)([O:35][C:36]1[CH:41]=[CH:40][CH:39]=[CH:38][CH:37]=1)([O:28][C:29]1[CH:34]=[CH:33][CH:32]=[CH:31][CH:30]=1)=[O:27]. (8) Given the product [CH3:1][C:2]([C:4]1[CH:9]=[CH:8][C:7]([OH:10])=[C:6]([I:11])[CH:5]=1)=[O:3], predict the reactants needed to synthesize it. The reactants are: [CH3:1][C:2]([C:4]1[CH:5]=[CH:6][C:7]([OH:10])=[CH:8][CH:9]=1)=[O:3].[I-:11].[K+].II.Cl.